Dataset: Catalyst prediction with 721,799 reactions and 888 catalyst types from USPTO. Task: Predict which catalyst facilitates the given reaction. Reactant: [N:1]1[C:9]2[C:4](=[N:5][CH:6]=[CH:7][CH:8]=2)[N:3]([C:10]2[CH:15]=[CH:14][C:13]([CH2:16][C:17]([OH:19])=O)=[C:12]([CH3:20])[CH:11]=2)[CH:2]=1.[CH3:21][N:22]1[CH2:27][CH2:26][N:25]([CH2:28][C:29]2[CH:34]=[CH:33][C:32]([NH2:35])=[CH:31][C:30]=2[C:36]([F:39])([F:38])[F:37])[CH2:24][CH2:23]1. Product: [N:1]1[C:9]2[C:4](=[N:5][CH:6]=[CH:7][CH:8]=2)[N:3]([C:10]2[CH:15]=[CH:14][C:13]([CH2:16][C:17]([NH:35][C:32]3[CH:33]=[CH:34][C:29]([CH2:28][N:25]4[CH2:24][CH2:23][N:22]([CH3:21])[CH2:27][CH2:26]4)=[C:30]([C:36]([F:39])([F:38])[F:37])[CH:31]=3)=[O:19])=[C:12]([CH3:20])[CH:11]=2)[CH:2]=1. The catalyst class is: 61.